From a dataset of Forward reaction prediction with 1.9M reactions from USPTO patents (1976-2016). Predict the product of the given reaction. (1) Given the reactants FC(F)(F)S(O[C:7]1[N:28]=[CH:27][C:10]2[C:11]3[N:12]([CH:16]=[C:17]([C:19]4[N:23]([CH:24]([CH3:26])[CH3:25])[N:22]=[CH:21][N:20]=4)[N:18]=3)[CH2:13][CH2:14][O:15][C:9]=2[CH:8]=1)(=O)=O.[CH3:31][C:32]1([CH3:40])[CH2:36][CH2:35][NH:34][C@@H:33]1[C:37]([NH2:39])=[O:38], predict the reaction product. The product is: [CH:24]([N:23]1[C:19]([C:17]2[N:18]=[C:11]3[C:10]4[CH:27]=[N:28][C:7]([N:34]5[CH2:35][CH2:36][C:32]([CH3:40])([CH3:31])[C@H:33]5[C:37]([NH2:39])=[O:38])=[CH:8][C:9]=4[O:15][CH2:14][CH2:13][N:12]3[CH:16]=2)=[N:20][CH:21]=[N:22]1)([CH3:25])[CH3:26]. (2) Given the reactants [CH3:1][Si:2]([CH3:7])([CH3:6])[CH2:3][C:4]#[CH:5].[NH2:8][C:9]1[CH:16]=[CH:15][CH:14]=[C:13](Br)[C:10]=1[C:11]#[N:12], predict the reaction product. The product is: [NH2:8][C:9]1[CH:16]=[CH:15][CH:14]=[C:13]([C:5]#[C:4][CH2:3][Si:2]([CH3:7])([CH3:6])[CH3:1])[C:10]=1[C:11]#[N:12]. (3) Given the reactants [Br:1][C:2]1[C:3](Cl)=[N:4][C:5]([Cl:8])=[N:6][CH:7]=1.O.[NH2:11][NH2:12], predict the reaction product. The product is: [Br:1][C:2]1[C:3]([NH:11][NH2:12])=[N:4][C:5]([Cl:8])=[N:6][CH:7]=1. (4) Given the reactants [CH:1](=[C:8]1[CH2:12][CH2:11][CH2:10][C:9]1=[O:13])[C:2]1[CH:7]=[CH:6][CH:5]=[CH:4][CH:3]=1.[Cl-:14].[CH3:15][N+:16](=[CH2:18])[CH3:17], predict the reaction product. The product is: [ClH:14].[CH:1](=[C:8]1[CH2:12][CH2:11][CH:10]([CH2:15][N:16]([CH3:18])[CH3:17])[C:9]1=[O:13])[C:2]1[CH:7]=[CH:6][CH:5]=[CH:4][CH:3]=1. (5) The product is: [CH3:9][O:8][C:7]1[C:2]([NH:1][S:18]([C:13]2[CH:14]=[CH:15][CH:16]=[CH:17][C:12]=2[Br:11])(=[O:20])=[O:19])=[N:3][CH:4]=[C:5]([CH3:10])[N:6]=1. Given the reactants [NH2:1][C:2]1[C:7]([O:8][CH3:9])=[N:6][C:5]([CH3:10])=[CH:4][N:3]=1.[Br:11][C:12]1[CH:17]=[CH:16][CH:15]=[CH:14][C:13]=1[S:18](Cl)(=[O:20])=[O:19], predict the reaction product. (6) Given the reactants [H-].[H-].[H-].[H-].[Li+].[Al+3].[CH3:7][NH:8][C:9]([C:11]1[C:19]2[C:14](=[CH:15][CH:16]=[CH:17][CH:18]=2)[N:13]([CH3:20])[CH:12]=1)=O, predict the reaction product. The product is: [CH3:20][N:13]1[C:14]2[C:19](=[CH:18][CH:17]=[CH:16][CH:15]=2)[C:11]([CH2:9][NH:8][CH3:7])=[CH:12]1. (7) Given the reactants [CH2:1]([Cl:8])[C:2]1[CH:7]=[CH:6][CH:5]=[CH:4][CH:3]=1.[F:9][C:10]([F:18])([F:17])[C:11]1[CH:16]=[CH:15][N:14]=[CH:13][CH:12]=1.CC(OC)(C)C, predict the reaction product. The product is: [Cl-:8].[CH2:1]([N+:14]1[CH:15]=[CH:16][C:11]([C:10]([F:18])([F:17])[F:9])=[CH:12][CH:13]=1)[C:2]1[CH:7]=[CH:6][CH:5]=[CH:4][CH:3]=1.